From a dataset of Forward reaction prediction with 1.9M reactions from USPTO patents (1976-2016). Predict the product of the given reaction. (1) Given the reactants C([N:8]1[CH2:13][CH2:12][CH:11]([OH:14])[CH:10]([CH2:15][CH3:16])[CH2:9]1)C1C=CC=CC=1, predict the reaction product. The product is: [CH2:15]([CH:10]1[CH:11]([OH:14])[CH2:12][CH2:13][NH:8][CH2:9]1)[CH3:16]. (2) The product is: [Cl:14][C:7]1[CH:8]=[C:9]([CH:12]=[CH:13][C:6]=1[N+:1]([O-:3])=[O:2])[C:10]#[N:11]. Given the reactants [N:1]([O-:3])=[O:2].[Na+].N[C:6]1[CH:13]=[CH:12][C:9]([C:10]#[N:11])=[CH:8][C:7]=1[Cl:14], predict the reaction product. (3) Given the reactants [NH2:1][C:2]1[N:7]=[C:6]([Cl:8])[C:5]([CH:9]=O)=[C:4](Cl)[N:3]=1.C(=O)([O-])[O-].[K+].[K+].[CH2:18]([O:20][C:21](=[O:24])[CH2:22][SH:23])[CH3:19], predict the reaction product. The product is: [CH2:18]([O:20][C:21]([C:22]1[S:23][C:4]2[N:3]=[C:2]([NH2:1])[N:7]=[C:6]([Cl:8])[C:5]=2[CH:9]=1)=[O:24])[CH3:19]. (4) Given the reactants [CH3:1][C:2]([CH3:46])([CH3:45])[CH2:3][O:4][C:5](=[O:44])[N:6]=[C:7]([NH2:43])[C:8]1[CH:13]=[CH:12][C:11]([NH:14][CH:15]([C:29]2[N:33]=[C:32]([O:34][CH2:35]Cl)[N:31]([C:37]3[N:42]=[CH:41][CH:40]=[CH:39][N:38]=3)[N:30]=2)[C:16]2[CH:21]=[C:20]([O:22][CH3:23])[CH:19]=[C:18]([O:24][CH2:25][CH2:26][OH:27])[C:17]=2[F:28])=[CH:10][CH:9]=1.[C:47]([O:51][C:52](=[O:59])[C:53]([CH3:58])([CH3:57])[C:54]([OH:56])=[O:55])([CH3:50])([CH3:49])[CH3:48].[I-].[Na+].C(=O)([O-])O.[K+].[Cl-].[Na+], predict the reaction product. The product is: [C:47]([O:51][C:52](=[O:59])[C:53]([CH3:58])([CH3:57])[C:54]([O:56][CH2:35][O:34][C:32]1[N:31]([C:37]2[N:42]=[CH:41][CH:40]=[CH:39][N:38]=2)[N:30]=[C:29]([C@H:15]([NH:14][C:11]2[CH:12]=[CH:13][C:8]([C:7]([NH2:43])=[N:6][C:5]([O:4][CH2:3][C:2]([CH3:46])([CH3:45])[CH3:1])=[O:44])=[CH:9][CH:10]=2)[C:16]2[CH:21]=[C:20]([O:22][CH3:23])[CH:19]=[C:18]([O:24][CH2:25][CH2:26][OH:27])[C:17]=2[F:28])[N:33]=1)=[O:55])([CH3:50])([CH3:48])[CH3:49]. (5) Given the reactants Cl[C:2]1[N:7]=[N:6][CH:5]=[C:4]([C:8]2[CH:9]=[CH:10][C:11]([F:23])=[C:12]([C:14]3[C:15]([C:21]#[N:22])=[CH:16][C:17]([F:20])=[CH:18][CH:19]=3)[CH:13]=2)[CH:3]=1.[F:24][C:25]1[CH:26]=[N:27][CH:28]=[C:29]([F:35])[C:30]=1[Sn](C)(C)C, predict the reaction product. The product is: [F:20][C:17]1[CH:16]=[C:15]([C:21]#[N:22])[C:14]([C:12]2[CH:13]=[C:8]([C:4]3[CH:3]=[C:2]([C:30]4[C:29]([F:35])=[CH:28][N:27]=[CH:26][C:25]=4[F:24])[N:7]=[N:6][CH:5]=3)[CH:9]=[CH:10][C:11]=2[F:23])=[CH:19][CH:18]=1. (6) The product is: [Br:1][C:2]1[CH:3]=[C:4]([F:14])[C:5]([CH:8]=[O:9])=[N:6][CH:7]=1. Given the reactants [Br:1][C:2]1[CH:3]=[C:4]([F:14])[C:5]([C:8](N(OC)C)=[O:9])=[N:6][CH:7]=1.[H-].C([Al+]CC(C)C)C(C)C, predict the reaction product.